From a dataset of Catalyst prediction with 721,799 reactions and 888 catalyst types from USPTO. Predict which catalyst facilitates the given reaction. (1) Reactant: [NH2:1][C@H:2]1[CH2:8][CH2:7][CH2:6][CH2:5][N:4]([C@H:9]2[CH2:14][CH2:13][C@@H:12]([N:15]=[N+:16]=[N-:17])[CH2:11][C@H:10]2[CH2:18][S:19]([C:22]2[CH:27]=[CH:26][CH:25]=[CH:24][CH:23]=2)(=[O:21])=[O:20])[C:3]1=[O:28].[F:29][C:30]([F:41])([F:40])[C:31]1[CH:32]=[C:33]([CH:37]=[CH:38][CH:39]=1)[C:34](O)=[O:35].CN(C(ON1N=NC2C=CC=NC1=2)=[N+](C)C)C.F[P-](F)(F)(F)(F)F.CCN(C(C)C)C(C)C. Product: [N:15]([C@@H:12]1[CH2:13][CH2:14][C@H:9]([N:4]2[CH2:5][CH2:6][CH2:7][CH2:8][C@H:2]([NH:1][C:34](=[O:35])[C:33]3[CH:37]=[CH:38][CH:39]=[C:31]([C:30]([F:29])([F:40])[F:41])[CH:32]=3)[C:3]2=[O:28])[C@H:10]([CH2:18][S:19]([C:22]2[CH:23]=[CH:24][CH:25]=[CH:26][CH:27]=2)(=[O:20])=[O:21])[CH2:11]1)=[N+:16]=[N-:17]. The catalyst class is: 3. (2) Reactant: [NH2:1][C:2]1[C:7]2[N:8]3[CH2:22][CH2:21][N:20]([CH3:23])[C:19](=[O:24])[C:9]3=[C:10]([O:11][CH2:12][C:13]3[CH:18]=[CH:17][CH:16]=[CH:15][CH:14]=3)[C:6]=2[C:5](=[O:25])[N:4]([CH2:26][C:27]2[CH:32]=[CH:31][C:30]([F:33])=[CH:29][CH:28]=2)[N:3]=1.[CH3:34][N:35]=[C:36]=[O:37]. Product: [CH2:12]([O:11][C:10]1[C:6]2[C:5](=[O:25])[N:4]([CH2:26][C:27]3[CH:32]=[CH:31][C:30]([F:33])=[CH:29][CH:28]=3)[N:3]=[C:2]([NH:1][C:36]([NH:35][CH3:34])=[O:37])[C:7]=2[N:8]2[CH2:22][CH2:21][N:20]([CH3:23])[C:19](=[O:24])[C:9]=12)[C:13]1[CH:18]=[CH:17][CH:16]=[CH:15][CH:14]=1. The catalyst class is: 26. (3) Reactant: C[O:2][C:3](=[O:21])[C:4]1[CH:9]=[C:8]([C:10]([F:13])([F:12])[F:11])[CH:7]=[C:6]([N:14]2[CH2:18][CH2:17][CH2:16][C:15]2=[O:19])[C:5]=1[F:20].[Li+].[OH-]. Product: [F:20][C:5]1[C:6]([N:14]2[CH2:18][CH2:17][CH2:16][C:15]2=[O:19])=[CH:7][C:8]([C:10]([F:13])([F:11])[F:12])=[CH:9][C:4]=1[C:3]([OH:21])=[O:2]. The catalyst class is: 12. (4) Reactant: [C:1]([C:3]1[C:4]([N:17]2[CH2:22]CC(C(O)=O)C[CH2:18]2)=[N:5][C:6]([CH3:16])=[C:7]([C:9]2[O:10][C:11]([CH2:14][CH3:15])=[CH:12][N:13]=2)[CH:8]=1)#[N:2].CN(C(ON1N=NC2C=[CH:38][CH:39]=NC1=2)=[N+](C)C)C.F[P-](F)(F)(F)(F)F.CCN(C(C)C)C(C)C.[C:59]1([CH2:65][S:66]([NH2:69])(=[O:68])=[O:67])[CH:64]=[CH:63][CH:62]=[CH:61][CH:60]=1.CCN=C=NCCCN(C)C.C1C=CC2N([OH:90])N=NC=2C=1. Product: [CH2:65]([S:66]([NH:69][C:38]([CH:39]1[CH2:18][N:17]([C:4]2[C:3]([C:1]#[N:2])=[CH:8][C:7]([C:9]3[O:10][C:11]([CH2:14][CH3:15])=[CH:12][N:13]=3)=[C:6]([CH3:16])[N:5]=2)[CH2:22]1)=[O:90])(=[O:67])=[O:68])[C:59]1[CH:60]=[CH:61][CH:62]=[CH:63][CH:64]=1. The catalyst class is: 3. (5) Reactant: [Si]([O:8][CH2:9][CH2:10][N:11]([CH2:27][CH2:28][OH:29])[CH:12]1[C:20]2[C:15](=[CH:16][C:17](/[CH:21]=[CH:22]/[C:23]([O:25][CH3:26])=[O:24])=[CH:18][CH:19]=2)[CH2:14][CH2:13]1)(C(C)(C)C)(C)C.[C:30]1(O)[CH:35]=[CH:34][CH:33]=[CH:32][CH:31]=1.C1(P(C2C=CC=CC=2)C2C=CC=CC=2)C=CC=CC=1.C1CCN(C(N=NC(N2CCCCC2)=O)=O)CC1. Product: [OH:29][CH2:28][CH2:27][N:11]([CH2:10][CH2:9][O:8][C:30]1[CH:35]=[CH:34][CH:33]=[CH:32][CH:31]=1)[CH:12]1[C:20]2[C:15](=[CH:16][C:17](/[CH:21]=[CH:22]/[C:23]([O:25][CH3:26])=[O:24])=[CH:18][CH:19]=2)[CH2:14][CH2:13]1. The catalyst class is: 2. (6) Product: [CH3:1][S:2]([C:5]1[CH:25]=[CH:24][C:8]([O:9][C:10]2[C:15]3[CH2:16][C:17]([CH3:20])([CH3:19])[O:18][C:14]=3[CH:13]=[C:12]([C:21]([NH:28][C:36]3[CH:35]=[CH:34][C:39]([C:40]([NH2:42])=[O:41])=[CH:38][N:37]=3)=[O:22])[CH:11]=2)=[CH:7][CH:6]=1)(=[O:4])=[O:3]. The catalyst class is: 3. Reactant: [CH3:1][S:2]([C:5]1[CH:25]=[CH:24][C:8]([O:9][C:10]2[C:15]3[CH2:16][C:17]([CH3:20])([CH3:19])[O:18][C:14]=3[CH:13]=[C:12]([C:21](O)=[O:22])[CH:11]=2)=[CH:7][CH:6]=1)(=[O:4])=[O:3].CC[N:28](CC)CC.N[C:34]1[C:39]([C:40]([NH2:42])=[O:41])=[CH:38][N:37]=[CH:36][CH:35]=1.CN(C(ON1N=NC2C=CC=NC1=2)=[N+](C)C)C.F[P-](F)(F)(F)(F)F. (7) Reactant: C(N1C=CN=C1)(N1C=CN=C1)=[O:2].[CH2:13]1[C:21]2[C:16](=[CH:17][CH:18]=[CH:19][CH:20]=2)[CH2:15][CH:14]1[C@H:22]1[NH:27][C:26](=[O:28])[C@@H:25]([C@@H:29]([CH3:32])[CH2:30][CH3:31])[N:24]([CH:33]([C:44]2[N:45]=[C:46]([CH3:49])[O:47][CH:48]=2)[C:34](NC2C=CC=CC=2O)=[O:35])[C:23]1=[O:50]. Product: [CH2:15]1[C:16]2[C:21](=[CH:20][CH:19]=[CH:18][CH:17]=2)[CH2:13][CH:14]1[C@H:22]1[NH:27][C:26](=[O:28])[C@@H:25]([C@@H:29]([CH3:32])[CH2:30][CH3:31])[N:24]([CH:33]([C:44]2[N:45]=[C:46]([CH3:49])[O:47][CH:48]=2)[C:34]([OH:35])=[O:2])[C:23]1=[O:50]. The catalyst class is: 4.